Dataset: NCI-60 drug combinations with 297,098 pairs across 59 cell lines. Task: Regression. Given two drug SMILES strings and cell line genomic features, predict the synergy score measuring deviation from expected non-interaction effect. (1) Drug 1: CC12CCC(CC1=CCC3C2CCC4(C3CC=C4C5=CN=CC=C5)C)O. Drug 2: COC1=CC(=CC(=C1O)OC)C2C3C(COC3=O)C(C4=CC5=C(C=C24)OCO5)OC6C(C(C7C(O6)COC(O7)C8=CC=CS8)O)O. Cell line: A498. Synergy scores: CSS=29.4, Synergy_ZIP=3.23, Synergy_Bliss=2.47, Synergy_Loewe=-17.4, Synergy_HSA=0.857. (2) Cell line: NCIH23. Synergy scores: CSS=-0.279, Synergy_ZIP=1.49, Synergy_Bliss=0.109, Synergy_Loewe=-4.05, Synergy_HSA=-3.97. Drug 1: CCCS(=O)(=O)NC1=C(C(=C(C=C1)F)C(=O)C2=CNC3=C2C=C(C=N3)C4=CC=C(C=C4)Cl)F. Drug 2: CCCCCOC(=O)NC1=NC(=O)N(C=C1F)C2C(C(C(O2)C)O)O. (3) Drug 1: CCC1=C2CN3C(=CC4=C(C3=O)COC(=O)C4(CC)O)C2=NC5=C1C=C(C=C5)O. Drug 2: CN(C(=O)NC(C=O)C(C(C(CO)O)O)O)N=O. Cell line: NCI-H226. Synergy scores: CSS=11.3, Synergy_ZIP=-5.35, Synergy_Bliss=-2.48, Synergy_Loewe=-12.4, Synergy_HSA=-0.564. (4) Drug 1: C1CN1P(=S)(N2CC2)N3CC3. Drug 2: C(CC(=O)O)C(=O)CN.Cl. Cell line: DU-145. Synergy scores: CSS=27.4, Synergy_ZIP=-9.75, Synergy_Bliss=-5.50, Synergy_Loewe=-3.10, Synergy_HSA=-2.98. (5) Drug 1: CN(C(=O)NC(C=O)C(C(C(CO)O)O)O)N=O. Drug 2: CC1C(C(CC(O1)OC2CC(CC3=C2C(=C4C(=C3O)C(=O)C5=C(C4=O)C(=CC=C5)OC)O)(C(=O)CO)O)N)O.Cl. Cell line: HCT116. Synergy scores: CSS=36.1, Synergy_ZIP=1.46, Synergy_Bliss=-0.933, Synergy_Loewe=-4.62, Synergy_HSA=1.65. (6) Drug 1: C1=CC(=CC=C1CC(C(=O)O)N)N(CCCl)CCCl.Cl. Drug 2: CC1CCC2CC(C(=CC=CC=CC(CC(C(=O)C(C(C(=CC(C(=O)CC(OC(=O)C3CCCCN3C(=O)C(=O)C1(O2)O)C(C)CC4CCC(C(C4)OC)OCCO)C)C)O)OC)C)C)C)OC. Cell line: SW-620. Synergy scores: CSS=28.0, Synergy_ZIP=-6.31, Synergy_Bliss=1.49, Synergy_Loewe=-0.0931, Synergy_HSA=0.504.